Dataset: Full USPTO retrosynthesis dataset with 1.9M reactions from patents (1976-2016). Task: Predict the reactants needed to synthesize the given product. Given the product [CH3:1][O:2][CH:3]([O:9][CH3:10])[CH2:4][C:5]1([OH:6])[CH2:12][CH2:11]1, predict the reactants needed to synthesize it. The reactants are: [CH3:1][O:2][CH:3]([O:9][CH3:10])[CH2:4][C:5](OC)=[O:6].[CH2:11]1COC[CH2:12]1.C([Mg]Br)C.